Dataset: Forward reaction prediction with 1.9M reactions from USPTO patents (1976-2016). Task: Predict the product of the given reaction. (1) Given the reactants [NH2:1][C:2]1[CH:15]=[CH:14][C:13]2[C:12](=[O:16])[C:11]3[C:6](=[CH:7][C:8]([NH2:17])=[CH:9][CH:10]=3)[C:5](=[O:18])[C:4]=2[CH:3]=1.N1[CH:24]=[CH:23][CH:22]=[CH:21][CH:20]=1.[CH:25]1([C:30](Cl)=[O:31])[CH2:29][CH2:28][CH2:27][CH2:26]1.CN(C)[CH:35]=[O:36], predict the reaction product. The product is: [CH:15]1[C:2]([NH:1][C:30]([CH:25]2[CH2:29][CH2:28][CH2:27][CH2:26]2)=[O:31])=[CH:3][C:4]2[C:5]([C:6]3[CH:7]=[C:8]([NH:17][C:35]([CH:20]4[CH2:24][CH2:23][CH2:22][CH2:21]4)=[O:36])[CH:9]=[CH:10][C:11]=3[C:12](=[O:16])[C:13]=2[CH:14]=1)=[O:18]. (2) Given the reactants [NH2:1][CH2:2][C:3]1[C:8]([CH2:9][CH3:10])=[N:7][C:6]2[N:11]([CH2:14][CH3:15])[N:12]=[CH:13][C:5]=2[C:4]=1[NH:16][CH:17]1[CH2:22][CH2:21][O:20][CH2:19][CH2:18]1.[I-].C[N+]1C=CN([C:30]([N:32]2[CH2:36][CH2:35][CH2:34][CH2:33]2)=[O:31])C=1.CCN(C(C)C)C(C)C, predict the reaction product. The product is: [CH2:14]([N:11]1[C:6]2=[N:7][C:8]([CH2:9][CH3:10])=[C:3]([CH2:2][NH:1][C:30]([N:32]3[CH2:36][CH2:35][CH2:34][CH2:33]3)=[O:31])[C:4]([NH:16][CH:17]3[CH2:18][CH2:19][O:20][CH2:21][CH2:22]3)=[C:5]2[CH:13]=[N:12]1)[CH3:15].